This data is from Full USPTO retrosynthesis dataset with 1.9M reactions from patents (1976-2016). The task is: Predict the reactants needed to synthesize the given product. (1) Given the product [NH2:19][C:13]1[CH:14]=[C:15]([OH:18])[CH:16]=[CH:17][C:12]=1[NH:11][C:9](=[O:10])[CH2:8][O:7][C:6]1[CH:22]=[CH:23][CH:24]=[C:4]([O:3][CH2:1][CH3:2])[CH:5]=1, predict the reactants needed to synthesize it. The reactants are: [CH2:1]([O:3][C:4]1[CH:5]=[C:6]([CH:22]=[CH:23][CH:24]=1)[O:7][CH2:8][C:9]([NH:11][C:12]1[CH:17]=[CH:16][C:15]([OH:18])=[CH:14][C:13]=1[N+:19]([O-])=O)=[O:10])[CH3:2]. (2) The reactants are: Br[C:2]1[C:6]2[C:7]3[N:8]([N:11]=[CH:12][N:13]=3)[CH:9]=[N:10][C:5]=2[S:4][CH:3]=1.[Cu][C:15]#[N:16]. Given the product [N:13]1[CH:12]=[N:11][N:8]2[C:7]=1[C:6]1[C:2]([C:15]#[N:16])=[CH:3][S:4][C:5]=1[N:10]=[CH:9]2, predict the reactants needed to synthesize it. (3) Given the product [C:1]([N:4]1[C:12]2[C:7](=[CH:8][C:9]([C:13](=[O:15])[CH3:14])=[CH:10][CH:11]=2)[C:6](=[C:22]([C:21]2[CH:25]=[CH:26][C:18]([F:17])=[CH:19][CH:20]=2)[OH:23])[C:5]1=[O:16])(=[O:3])[CH3:2], predict the reactants needed to synthesize it. The reactants are: [C:1]([N:4]1[C:12]2[C:7](=[CH:8][C:9]([C:13](=[O:15])[CH3:14])=[CH:10][CH:11]=2)[CH2:6][C:5]1=[O:16])(=[O:3])[CH3:2].[F:17][C:18]1[CH:26]=[CH:25][C:21]([C:22](O)=[O:23])=[CH:20][CH:19]=1. (4) Given the product [F:1][C:2]1[C:10]([OH:11])=[C:9]2[C:5]([CH:6]=[C:7]([C:12]([NH2:28])=[O:13])[NH:8]2)=[CH:4][C:3]=1[O:15][C:16]1[CH:17]=[N:18][C:19]([S:22]([CH3:25])(=[O:24])=[O:23])=[CH:20][CH:21]=1, predict the reactants needed to synthesize it. The reactants are: [F:1][C:2]1[C:10]([OH:11])=[C:9]2[C:5]([CH:6]=[C:7]([C:12](O)=[O:13])[NH:8]2)=[CH:4][C:3]=1[O:15][C:16]1[CH:17]=[N:18][C:19]([S:22]([CH3:25])(=[O:24])=[O:23])=[CH:20][CH:21]=1.[NH4+].O[N:28]1C2C=CC=CC=2N=N1.Cl.C(N=C=NCCCN(C)C)C. (5) Given the product [C:16]([SiH:5]([CH2:7][CH:8]([CH3:10])[CH3:9])[CH2:1][CH:2]([CH3:4])[CH3:3])([CH3:15])([CH3:17])[CH3:18], predict the reactants needed to synthesize it. The reactants are: [CH2:1]([SiH:5]([CH2:7][CH:8]([CH3:10])[CH3:9])Cl)[CH:2]([CH3:4])[CH3:3].[Cl-].[NH4+].CC[CH2:15][CH2:16][CH3:17].[CH2:18]1COCC1. (6) The reactants are: [Cl:1][C:2]1[CH:10]=[CH:9][C:8]2[NH:7][C:6]3[CH2:11][CH2:12][N:13]([CH3:15])[CH2:14][C:5]=3[C:4]=2[CH:3]=1.N1CCC[C@H]1C(O)=O.P([O-])([O-])([O-])=O.[K+].[K+].[K+].Br[CH:33]=[C:34]([C:36]1[CH:41]=[C:40]([Cl:42])[CH:39]=[C:38]([Cl:43])[CH:37]=1)[CH3:35]. Given the product [Cl:1][C:2]1[CH:10]=[CH:9][C:8]2[N:7](/[CH:33]=[C:34](/[C:36]3[CH:37]=[C:38]([Cl:43])[CH:39]=[C:40]([Cl:42])[CH:41]=3)\[CH3:35])[C:6]3[CH2:11][CH2:12][N:13]([CH3:15])[CH2:14][C:5]=3[C:4]=2[CH:3]=1, predict the reactants needed to synthesize it. (7) Given the product [C:15]([O:19][C:20]([N:22]1[CH2:23][CH2:24][CH:25]([N:28]([CH2:43][C:35]2[O:34][C:38]3[CH:39]=[CH:40][CH:41]=[CH:42][C:37]=3[CH:36]=2)[CH2:29][CH2:30][CH:31]([CH3:33])[CH3:32])[CH2:26][CH2:27]1)=[O:21])([CH3:18])([CH3:17])[CH3:16], predict the reactants needed to synthesize it. The reactants are: C(O[BH-](OC(=O)C)OC(=O)C)(=O)C.[Na+].[C:15]([O:19][C:20]([N:22]1[CH2:27][CH2:26][CH:25]([NH:28][CH2:29][CH2:30][CH:31]([CH3:33])[CH3:32])[CH2:24][CH2:23]1)=[O:21])([CH3:18])([CH3:17])[CH3:16].[O:34]1[C:38]2[CH:39]=[CH:40][CH:41]=[CH:42][C:37]=2[CH:36]=[C:35]1[CH:43]=O.C([O-])(O)=O.[Na+].